Dataset: Catalyst prediction with 721,799 reactions and 888 catalyst types from USPTO. Task: Predict which catalyst facilitates the given reaction. (1) Reactant: Cl[C:2]1[N:7]=[C:6]([NH:8][C:9]2[CH:14]=[CH:13][C:12]([O:15][CH3:16])=[C:11]([C:17]([O:19]C)=O)[CH:10]=2)[C:5]([F:21])=[CH:4][N:3]=1.Cl.[CH3:23][NH2:24].C([N:28]([CH:31](C)C)CC)(C)C. Product: [F:21][C:5]1[C:6]([NH:8][C:9]2[CH:14]=[CH:13][C:12]([O:15][CH3:16])=[C:11]([C:17]([NH:28][CH3:31])=[O:19])[CH:10]=2)=[N:7][C:2]([NH:24][CH3:23])=[N:3][CH:4]=1. The catalyst class is: 24. (2) The catalyst class is: 18. Product: [Si:35]([O:34][CH2:33][CH2:32][CH2:31][N:10]([CH2:9][CH2:8][N:5]1[CH2:6][CH2:7][S:2](=[O:1])(=[O:23])[CH2:3][CH2:4]1)[S:11]([C:14]1[CH:19]=[CH:18][CH:17]=[CH:16][C:15]=1[N+:20]([O-:22])=[O:21])(=[O:12])=[O:13])([C:38]([CH3:39])([CH3:40])[CH3:41])([CH3:37])[CH3:36]. Reactant: [O:1]=[S:2]1(=[O:23])[CH2:7][CH2:6][N:5]([CH2:8][CH2:9][NH:10][S:11]([C:14]2[CH:19]=[CH:18][CH:17]=[CH:16][C:15]=2[N+:20]([O-:22])=[O:21])(=[O:13])=[O:12])[CH2:4][CH2:3]1.C(=O)([O-])[O-].[Cs+].[Cs+].Br[CH2:31][CH2:32][CH2:33][O:34][Si:35]([C:38]([CH3:41])([CH3:40])[CH3:39])([CH3:37])[CH3:36].C(OCC)(=O)C. (3) Reactant: [Cl:1][C:2]1[CH:8]=[C:7]([O:9][C:10]2[C:11]3[N:18]([CH3:19])[CH:17]=[CH:16][C:12]=3[N:13]=[CH:14][N:15]=2)[CH:6]=[CH:5][C:3]=1[NH2:4].N1C=CC=CC=1.Cl[C:27](OC1C=CC=CC=1)=[O:28].[F:36][C:37]([F:49])([F:48])[CH:38]([C:41]1[CH:42]=[C:43]([CH:45]=[CH:46][CH:47]=1)[NH2:44])[O:39][CH3:40]. Product: [Cl:1][C:2]1[CH:8]=[C:7]([O:9][C:10]2[C:11]3[N:18]([CH3:19])[CH:17]=[CH:16][C:12]=3[N:13]=[CH:14][N:15]=2)[CH:6]=[CH:5][C:3]=1[NH:4][C:27]([NH:44][C:43]1[CH:45]=[CH:46][CH:47]=[C:41]([CH:38]([O:39][CH3:40])[C:37]([F:48])([F:49])[F:36])[CH:42]=1)=[O:28]. The catalyst class is: 60.